This data is from Forward reaction prediction with 1.9M reactions from USPTO patents (1976-2016). The task is: Predict the product of the given reaction. (1) Given the reactants C1(C(C(C2C=CC=CC=2)=O)=O)C=CC=CC=1.[CH3:17][C:18]1[CH:23]=[CH:22][C:21]([C:24]([CH:26]([C:28]2[CH:33]=[CH:32][C:31]([CH3:34])=[CH:30][CH:29]=2)[OH:27])=[O:25])=[CH:20][CH:19]=1, predict the reaction product. The product is: [CH3:17][C:18]1[CH:19]=[CH:20][C:21]([C:24]([C:26]([C:28]2[CH:29]=[CH:30][C:31]([CH3:34])=[CH:32][CH:33]=2)=[O:27])=[O:25])=[CH:22][CH:23]=1. (2) Given the reactants [C:1]1([C:7]2[S:11][C:10]([NH:12][C:13]([N:15]3[CH2:21][CH2:20][CH2:19][N:18](C(OC(C)(C)C)=O)[CH2:17][CH2:16]3)=[O:14])=[N:9][CH:8]=2)[CH:6]=[CH:5][CH:4]=[CH:3][CH:2]=1.[F:29][C:30]([F:35])([F:34])[C:31]([OH:33])=[O:32], predict the reaction product. The product is: [F:29][C:30]([F:35])([F:34])[C:31]([O-:33])=[O:32].[C:1]1([C:7]2[S:11][C:10]([NH:12][C:13]([N:15]3[CH2:21][CH2:20][CH2:19][NH2+:18][CH2:17][CH2:16]3)=[O:14])=[N:9][CH:8]=2)[CH:2]=[CH:3][CH:4]=[CH:5][CH:6]=1.